Dataset: Peptide-MHC class I binding affinity with 185,985 pairs from IEDB/IMGT. Task: Regression. Given a peptide amino acid sequence and an MHC pseudo amino acid sequence, predict their binding affinity value. This is MHC class I binding data. (1) The peptide sequence is RNTTPMMIQ. The MHC is HLA-A24:02 with pseudo-sequence HLA-A24:02. The binding affinity (normalized) is 0. (2) The peptide sequence is ATNNVFRLK. The MHC is HLA-B40:01 with pseudo-sequence HLA-B40:01. The binding affinity (normalized) is 0.0847. (3) The peptide sequence is FMASPENVI. The MHC is HLA-B15:03 with pseudo-sequence HLA-B15:03. The binding affinity (normalized) is 0.829.